Dataset: Forward reaction prediction with 1.9M reactions from USPTO patents (1976-2016). Task: Predict the product of the given reaction. (1) The product is: [F:31][CH:32]([F:37])[S:33]([N:7]1[CH2:8][CH:9]([C:11]2[N:16]=[CH:15][C:14]([N:17]([CH3:28])[C:18]3[N:23]=[CH:22][C:21]4[N:24]=[CH:25][N:26]([CH3:27])[C:20]=4[CH:19]=3)=[C:13]([CH2:29][CH3:30])[CH:12]=2)[CH2:10]1)(=[O:35])=[O:34]. Given the reactants N1C=CC=CC=1.[NH:7]1[CH2:10][CH:9]([C:11]2[N:16]=[CH:15][C:14]([N:17]([CH3:28])[C:18]3[N:23]=[CH:22][C:21]4[N:24]=[CH:25][N:26]([CH3:27])[C:20]=4[CH:19]=3)=[C:13]([CH2:29][CH3:30])[CH:12]=2)[CH2:8]1.[F:31][CH:32]([F:37])[S:33](Cl)(=[O:35])=[O:34], predict the reaction product. (2) Given the reactants [CH3:1][C:2]([CH3:18])([CH3:17])[CH2:3][NH:4][C:5]1[CH:12]=[CH:11][C:8]([C:9]#[N:10])=[C:7]([C:13]([F:16])([F:15])[F:14])[CH:6]=1.[CH2:19](Br)[CH:20]=[CH2:21].O, predict the reaction product. The product is: [CH3:1][C:2]([CH3:18])([CH3:17])[CH2:3][N:4]([CH2:21][CH:20]=[CH2:19])[C:5]1[CH:12]=[CH:11][C:8]([C:9]#[N:10])=[C:7]([C:13]([F:14])([F:15])[F:16])[CH:6]=1. (3) Given the reactants [CH3:1][NH:2][CH:3]1[CH2:8][CH2:7][N:6]([C:9]([O:11][C:12]([CH3:15])([CH3:14])[CH3:13])=[O:10])[CH2:5][CH2:4]1.C(N(CC)CC)C.[CH:23]1([S:26](Cl)(=[O:28])=[O:27])[CH2:25][CH2:24]1.C(=O)(O)[O-].[Na+], predict the reaction product. The product is: [CH3:1][N:2]([CH:3]1[CH2:8][CH2:7][N:6]([C:9]([O:11][C:12]([CH3:15])([CH3:14])[CH3:13])=[O:10])[CH2:5][CH2:4]1)[S:26]([CH:23]1[CH2:25][CH2:24]1)(=[O:28])=[O:27]. (4) Given the reactants Cl.C([O:6][C:7]([N:9]1[CH2:13][CH2:12][C@H:11]([O:14][C:15]2[CH:20]=[C:19]([F:21])[CH:18]=[CH:17][C:16]=2[C:22]([N:24]2[CH2:38][C:27]3=[C:28]4[N:33]([N:34]=[C:26]3[CH2:25]2)[C:32]([CH3:35])=[C:31]([Cl:36])[C:30]([CH3:37])=[N:29]4)=[O:23])[CH2:10]1)=[O:8])(C)(C)C, predict the reaction product. The product is: [CH:7]([OH:8])=[O:6].[Cl:36][C:31]1[C:30]([CH3:37])=[N:29][C:28]2[N:33]([N:34]=[C:26]3[CH2:25][N:24]([C:22]([C:16]4[CH:17]=[CH:18][C:19]([F:21])=[CH:20][C:15]=4[O:14][C@H:11]4[CH2:12][CH2:13][NH:9][CH2:10]4)=[O:23])[CH2:38][C:27]3=2)[C:32]=1[CH3:35]. (5) Given the reactants Cl[C:2]1[CH:11]=[N:10][C:9]2[C:4](=[CH:5][C:6]([O:14]C)=[C:7]([O:12]C)[CH:8]=2)[N:3]=1.B(Br)(Br)[Br:17], predict the reaction product. The product is: [Br:17][C:2]1[CH:11]=[N:10][C:9]2[C:4](=[CH:5][C:6]([OH:14])=[C:7]([OH:12])[CH:8]=2)[N:3]=1.